This data is from Catalyst prediction with 721,799 reactions and 888 catalyst types from USPTO. The task is: Predict which catalyst facilitates the given reaction. (1) Reactant: Br[C:2]1[C:3]([O:10][CH2:11][CH:12]2[CH2:14][CH2:13]2)=[CH:4][C:5]([C:8]#[N:9])=[N:6][CH:7]=1.Cl.[F:16][C:17]1([F:21])[CH2:20][NH:19][CH2:18]1.C1C=CC(P(C2C(C3C(P(C4C=CC=CC=4)C4C=CC=CC=4)=CC=C4C=3C=CC=C4)=C3C(C=CC=C3)=CC=2)C2C=CC=CC=2)=CC=1.C(=O)([O-])[O-].[Cs+].[Cs+]. Product: [CH:12]1([CH2:11][O:10][C:3]2[C:2]([N:19]3[CH2:20][C:17]([F:21])([F:16])[CH2:18]3)=[CH:7][N:6]=[C:5]([C:8]#[N:9])[CH:4]=2)[CH2:14][CH2:13]1. The catalyst class is: 164. (2) Reactant: C(O[C:4](=[C:6]([C:12]([O:14][CH2:15][CH3:16])=[O:13])[C:7](OCC)=[O:8])[CH3:5])C.Cl.[CH:18]([NH2:20])=[NH:19].[OH-].[K+].C(O)(=O)C. Product: [OH:8][C:7]1[C:6]([C:12]([O:14][CH2:15][CH3:16])=[O:13])=[C:4]([CH3:5])[N:20]=[CH:18][N:19]=1. The catalyst class is: 815. (3) Reactant: [F:1][C:2]1[CH:3]=[CH:4][C:5]([NH:8][C@@H:9]2[CH2:13][CH2:12][N:11](C(OC(C)(C)C)=O)[CH2:10]2)=[N:6][CH:7]=1.Cl.O1CCOCC1. Product: [F:1][C:2]1[CH:3]=[CH:4][C:5]([NH:8][C@@H:9]2[CH2:13][CH2:12][NH:11][CH2:10]2)=[N:6][CH:7]=1. The catalyst class is: 2. (4) Product: [Na+:59].[CH3:1][C:2]1[C:3]([CH2:14][S:15]([C:17]2[NH:18][C:19]3[C:25]([S:26]([C:29]4[CH:30]=[C:31]([CH:47]=[CH:48][CH:49]=4)[C:32]([O-:34])=[O:33])(=[O:27])=[O:28])=[CH:24][CH:23]=[CH:22][C:20]=3[N:21]=2)=[O:16])=[N:4][CH:5]=[CH:6][C:7]=1[O:8][CH2:9][C:10]([F:13])([F:12])[F:11]. The catalyst class is: 115. Reactant: [CH3:1][C:2]1[C:3]([CH2:14][S:15]([C:17]2[NH:18][C:19]3[C:25]([S:26]([C:29]4[CH:30]=[C:31]([CH:47]=[CH:48][CH:49]=4)[C:32]([O:34]CCS(C4C=CC(C)=CC=4)(=O)=O)=[O:33])(=[O:28])=[O:27])=[CH:24][CH:23]=[CH:22][C:20]=3[N:21]=2)=[O:16])=[N:4][CH:5]=[CH:6][C:7]=1[O:8][CH2:9][C:10]([F:13])([F:12])[F:11].C(O)(C)C.O.C(=O)(O)[O-].[Na+:59]. (5) Reactant: Cl[C:2]1[CH:9]=[CH:8][C:5]([C:6]#[N:7])=[CH:4][N:3]=1.Cl.[C:11]([O:15][C:16](=[O:21])[CH2:17][CH2:18][CH2:19][NH2:20])([CH3:14])([CH3:13])[CH3:12].CCN(C(C)C)C(C)C. Product: [C:6]([C:5]1[CH:8]=[CH:9][C:2]([NH:20][CH2:19][CH2:18][CH2:17][C:16]([O:15][C:11]([CH3:14])([CH3:13])[CH3:12])=[O:21])=[N:3][CH:4]=1)#[N:7]. The catalyst class is: 440.